From a dataset of Full USPTO retrosynthesis dataset with 1.9M reactions from patents (1976-2016). Predict the reactants needed to synthesize the given product. (1) Given the product [CH3:1][N:2]1[N:11]=[N:10][C:9]2[N:5]([CH:6]=[N:7][C:8]=2[C:12]([NH2:14])=[O:13])[C:3]1=[O:4], predict the reactants needed to synthesize it. The reactants are: [CH3:1][N:2]1[N:11]=[N:10][C:9]2[N:5]([CH:6]=[N:7][C:8]=2[C:12]([NH2:14])=[O:13])[C:3]1=[O:4].Cl.C(O)(=O)C.C(#N)C. (2) Given the product [O:24]=[C:20]1[CH2:21][CH2:22][CH2:23][N:19]1[C:16]1[CH:17]=[CH:18][C:13]([NH:12][C:2](=[O:3])[O:4][CH2:5][C:6]2[CH:11]=[CH:10][CH:9]=[CH:8][CH:7]=2)=[CH:14][CH:15]=1, predict the reactants needed to synthesize it. The reactants are: Cl[C:2]([O:4][CH2:5][C:6]1[CH:11]=[CH:10][CH:9]=[CH:8][CH:7]=1)=[O:3].[NH2:12][C:13]1[CH:18]=[CH:17][C:16]([N:19]2[CH2:23][CH2:22][CH2:21][C:20]2=[O:24])=[CH:15][CH:14]=1.CN(C)C1C=CC=CC=1.C(OCC)(=O)C. (3) The reactants are: [Br:1][C:2]1[CH:11]=[C:10]2[C:5]([NH:6][C:7](=O)[C:8]3[N:9]2[CH:12]=[CH:13][N:14]=3)=[CH:4][C:3]=1[C:16]([F:19])([F:18])[F:17].CN(C)C1C=CC=CC=1.P(Cl)(Cl)([Cl:31])=O. Given the product [Br:1][C:2]1[CH:11]=[C:10]2[C:5]([N:6]=[C:7]([Cl:31])[C:8]3[N:9]2[CH:12]=[CH:13][N:14]=3)=[CH:4][C:3]=1[C:16]([F:19])([F:18])[F:17], predict the reactants needed to synthesize it. (4) Given the product [N:6]1[C:5]([C:8]([O:10][C:11]([CH3:14])([CH3:13])[CH3:12])=[O:9])=[CH:4][CH:3]=[C:2]([C:28]2[CH:27]=[N:26][CH:31]=[CH:30][CH:29]=2)[CH:7]=1, predict the reactants needed to synthesize it. The reactants are: Br[C:2]1[CH:3]=[CH:4][C:5]([C:8]([O:10][C:11]([CH3:14])([CH3:13])[CH3:12])=[O:9])=[N:6][CH:7]=1.CN(C=O)C.C([O-])([O-])=O.[Cs+].[Cs+].[N:26]1[CH:31]=[CH:30][CH:29]=[C:28](B(O)O)[CH:27]=1. (5) Given the product [CH3:7][O:8][C:9]1[CH:18]=[CH:17][C:16]2[CH2:1][C:15](=[O:19])[CH2:14][CH2:13][CH2:12][C:11]=2[CH:10]=1.[CH3:7][O:8][C:9]1[CH:10]=[C:11]2[C:16](=[CH:17][CH:18]=1)[C:15](=[CH2:1])[CH2:14][CH2:13][CH2:12]2, predict the reactants needed to synthesize it. The reactants are: [CH3:1]C(C)([O-])C.[K+].[CH3:7][O:8][C:9]1[CH:10]=[C:11]2[C:16](=[CH:17][CH:18]=1)[C:15](=[O:19])[CH2:14][CH2:13][CH2:12]2.O. (6) Given the product [CH3:1][CH:2]1[CH2:4][CH:3]1[CH2:5][NH:6][C:7]([C:9]1[N:10]=[N:11][C:12]([N:19]2[CH2:20][CH2:21][N:16]([C:22](=[O:23])[C:24]3[CH:29]=[CH:28][CH:27]=[CH:26][C:25]=3[C:30]([F:33])([F:31])[F:32])[CH2:17][CH2:18]2)=[CH:13][CH:14]=1)=[O:8], predict the reactants needed to synthesize it. The reactants are: [CH3:1][CH:2]1[CH2:4][CH:3]1[CH2:5][NH:6][C:7]([C:9]1[N:10]=[N:11][C:12](Cl)=[CH:13][CH:14]=1)=[O:8].[N:16]1([C:22]([C:24]2[CH:29]=[CH:28][CH:27]=[CH:26][C:25]=2[C:30]([F:33])([F:32])[F:31])=[O:23])[CH2:21][CH2:20][NH:19][CH2:18][CH2:17]1. (7) Given the product [Cl:1][C:2]1[CH:7]=[C:6]([Cl:8])[CH:5]=[CH:4][C:3]=1[C:9]1[N:10]([C:20]2[CH:21]=[CH:22][C:23]([O:26][CH2:30][CH2:29][CH2:28][F:27])=[CH:24][CH:25]=2)[C:11]([CH3:19])=[C:12]([C:14]([O:16][CH2:17][CH3:18])=[O:15])[N:13]=1, predict the reactants needed to synthesize it. The reactants are: [Cl:1][C:2]1[CH:7]=[C:6]([Cl:8])[CH:5]=[CH:4][C:3]=1[C:9]1[N:10]([C:20]2[CH:25]=[CH:24][C:23]([OH:26])=[CH:22][CH:21]=2)[C:11]([CH3:19])=[C:12]([C:14]([O:16][CH2:17][CH3:18])=[O:15])[N:13]=1.[F:27][CH2:28][CH2:29][CH2:30]O.C1(P(C2C=CC=CC=2)C2C=CC=CC=2)C=CC=CC=1.CCOC(/N=N/C(OCC)=O)=O.